This data is from Forward reaction prediction with 1.9M reactions from USPTO patents (1976-2016). The task is: Predict the product of the given reaction. (1) The product is: [Cl:15][C:16]1[CH:17]=[C:18]([CH:19]=[C:20]([F:22])[CH:21]=1)[CH2:23][O:24][C:2]1[CH:3]=[C:4]2[N:11]([CH3:12])[C:10]([CH3:14])([CH3:13])[CH2:9][N:5]2[C:6](=[O:8])[N:7]=1. Given the reactants Cl[C:2]1[CH:3]=[C:4]2[N:11]([CH3:12])[C:10]([CH3:14])([CH3:13])[CH2:9][N:5]2[C:6](=[O:8])[N:7]=1.[Cl:15][C:16]1[CH:17]=[C:18]([CH2:23][OH:24])[CH:19]=[C:20]([F:22])[CH:21]=1, predict the reaction product. (2) Given the reactants C(OC(=O)[NH:7][C@@H:8]1[CH2:28][C:11]2[N:12]([CH2:21][C:22]3[CH:27]=[CH:26][CH:25]=[CH:24][N:23]=3)[C:13]3[CH:14]=[CH:15][C:16]([C:19]#[N:20])=[CH:17][C:18]=3[C:10]=2[CH2:9]1)(C)(C)C.[ClH:30].[OH-].[Na+], predict the reaction product. The product is: [ClH:30].[NH2:7][C@@H:8]1[CH2:28][C:11]2[N:12]([CH2:21][C:22]3[CH:27]=[CH:26][CH:25]=[CH:24][N:23]=3)[C:13]3[CH:14]=[CH:15][C:16]([C:19]#[N:20])=[CH:17][C:18]=3[C:10]=2[CH2:9]1.